From a dataset of Reaction yield outcomes from USPTO patents with 853,638 reactions. Predict the reaction yield, written as a fraction of the theoretical maximum amount of product (1.0 means a 100% yield; for example, 0.34 means a 34% yield). (1) The reactants are [NH2:1][CH2:2][CH:3]([NH2:5])[CH3:4].[Cl:6][C:7]1[N:12]=[C:11](Cl)[C:10]([Cl:14])=[CH:9][N:8]=1.CCN(CC)CC.[S:22](Cl)([CH3:25])(=[O:24])=[O:23]. The catalyst is C1COCC1. The product is [Cl:6][C:7]1[N:12]=[C:11]([NH:1][CH2:2][CH:3]([NH:5][S:22]([CH3:25])(=[O:24])=[O:23])[CH3:4])[C:10]([Cl:14])=[CH:9][N:8]=1. The yield is 0.320. (2) The reactants are [CH:1]([C:3]1[CH:10]=[CH:9][C:6]([C:7]#[N:8])=[CH:5][CH:4]=1)=O.Cl.[C:12]([Si:16]([C:29]1[CH:34]=[CH:33][CH:32]=[CH:31][CH:30]=1)([C:23]1[CH:28]=[CH:27][CH:26]=[CH:25][CH:24]=1)[O:17][C:18]1([CH3:22])[CH2:21][NH:20][CH2:19]1)([CH3:15])([CH3:14])[CH3:13].CO.CN(C=O)C.C([BH3-])#N.[Na+]. The catalyst is C(O)(=O)C. The product is [C:12]([Si:16]([C:23]1[CH:24]=[CH:25][CH:26]=[CH:27][CH:28]=1)([C:29]1[CH:30]=[CH:31][CH:32]=[CH:33][CH:34]=1)[O:17][C:18]1([CH3:22])[CH2:19][N:20]([CH2:1][C:3]2[CH:10]=[CH:9][C:6]([C:7]#[N:8])=[CH:5][CH:4]=2)[CH2:21]1)([CH3:13])([CH3:14])[CH3:15]. The yield is 0.860.